From a dataset of Forward reaction prediction with 1.9M reactions from USPTO patents (1976-2016). Predict the product of the given reaction. (1) Given the reactants [CH3:1][O:2][C:3](=[O:14])[C:4]1[CH:9]=[C:8]([F:10])[CH:7]=[CH:6][C:5]=1[N+:11]([O-])=O, predict the reaction product. The product is: [CH3:1][O:2][C:3](=[O:14])[C:4]1[CH:9]=[C:8]([F:10])[CH:7]=[CH:6][C:5]=1[NH2:11]. (2) Given the reactants S(Cl)(Cl)=O.[Cl:5][C:6]1[CH:11]=[CH:10][C:9]([N+:12]([O-:14])=[O:13])=[CH:8][C:7]=1[S:15]([OH:18])(=O)=[O:16].C[N:20](C)C=O, predict the reaction product. The product is: [Cl:5][C:6]1[CH:11]=[CH:10][C:9]([N+:12]([O-:14])=[O:13])=[CH:8][C:7]=1[S:15]([NH2:20])(=[O:18])=[O:16]. (3) Given the reactants [NH:1]([C:8]([O:10][C:11]([CH3:14])([CH3:13])[CH3:12])=[O:9])[C@H:2]([C:4](OC)=[O:5])[CH3:3].[OH-].[NH4+:16], predict the reaction product. The product is: [NH2:16][C:4](=[O:5])[C@@H:2]([NH:1][C:8](=[O:9])[O:10][C:11]([CH3:14])([CH3:13])[CH3:12])[CH3:3]. (4) Given the reactants F[C:2]1[CH:7]=[CH:6][C:5]([N+:8]([O-:10])=[O:9])=[C:4]([O:11][CH3:12])[CH:3]=1.[CH3:13][N:14]1[CH2:19][CH2:18][N:17]([CH:20]2[CH2:25][CH2:24][NH:23][CH2:22][CH2:21]2)[CH2:16][CH2:15]1.C(N(CC)CC)C, predict the reaction product. The product is: [CH3:12][O:11][C:4]1[CH:3]=[C:2]([N:23]2[CH2:22][CH2:21][CH:20]([N:17]3[CH2:16][CH2:15][N:14]([CH3:13])[CH2:19][CH2:18]3)[CH2:25][CH2:24]2)[CH:7]=[CH:6][C:5]=1[N+:8]([O-:10])=[O:9]. (5) Given the reactants C(N(CC)CC)C.[CH3:8][S:9](Cl)(=[O:11])=[O:10].[Cl:13][C:14]1[CH:27]=[CH:26][C:17]([CH2:18][N:19]2[CH2:23][CH2:22][C@H:21]([OH:24])[C:20]2=[O:25])=[CH:16][CH:15]=1, predict the reaction product. The product is: [CH3:8][S:9]([O:24][C@H:21]1[CH2:22][CH2:23][N:19]([CH2:18][C:17]2[CH:16]=[CH:15][C:14]([Cl:13])=[CH:27][CH:26]=2)[C:20]1=[O:25])(=[O:11])=[O:10]. (6) Given the reactants [CH2:1]([O:3][C:4](=[O:33])[CH2:5][N:6]1[C:14]2[CH2:13][CH2:12][CH2:11][C@@H:10]([N:15]([S:17]([C:20]3[CH:25]=[C:24]([C:26]([F:29])([F:28])[F:27])[CH:23]=[C:22]([C:30]([CH3:32])=[CH2:31])[CH:21]=3)(=[O:19])=[O:18])[CH3:16])[C:9]=2[CH:8]=[N:7]1)[CH3:2].[N+](=[CH2:36])=[N-], predict the reaction product. The product is: [CH2:1]([O:3][C:4](=[O:33])[CH2:5][N:6]1[C:14]2[CH2:13][CH2:12][CH2:11][C@@H:10]([N:15]([CH3:16])[S:17]([C:20]3[CH:25]=[C:24]([C:26]([F:27])([F:28])[F:29])[CH:23]=[C:22]([C:30]4([CH3:36])[CH2:32][CH2:31]4)[CH:21]=3)(=[O:18])=[O:19])[C:9]=2[CH:8]=[N:7]1)[CH3:2]. (7) Given the reactants O=[C:2]([C:9]1[CH:14]=[CH:13][N:12]=[CH:11][CH:10]=1)[CH2:3][C:4](OCC)=[O:5].[CH3:15][NH:16][C:17]([NH2:19])=[S:18].C1CCN2C(=NCCC2)CC1.CS(O)(=O)=O, predict the reaction product. The product is: [SH:18][C:17]1[N:16]([CH3:15])[C:4](=[O:5])[CH:3]=[C:2]([C:9]2[CH:14]=[CH:13][N:12]=[CH:11][CH:10]=2)[N:19]=1. (8) The product is: [CH3:1][O:2][C:3]1[N:8]=[C:7]([O:9][S:11]([C:14]([F:17])([F:16])[F:15])(=[O:13])=[O:12])[CH:6]=[C:5]([S:11]([C:14]([F:17])([F:16])[F:15])(=[O:13])=[O:12])[N:4]=1. Given the reactants [CH3:1][O:2][C:3]1[N:8]=[C:7]([OH:9])[CH:6]=[C:5](O)[N:4]=1.[S:11](O[S:11]([C:14]([F:17])([F:16])[F:15])(=[O:13])=[O:12])([C:14]([F:17])([F:16])[F:15])(=[O:13])=[O:12], predict the reaction product. (9) Given the reactants [CH3:1][O:2][C:3]1[CH:8]=[C:7]([CH3:9])[C:6]([S:10](Cl)(=[O:12])=[O:11])=[C:5]([CH3:14])[CH:4]=1.[CH:15]1([NH:18][CH2:19][CH2:20][OH:21])[CH2:17][CH2:16]1.C(N(CC)CC)C, predict the reaction product. The product is: [CH:15]1([N:18]([CH2:19][CH2:20][OH:21])[S:10]([C:6]2[C:7]([CH3:9])=[CH:8][C:3]([O:2][CH3:1])=[CH:4][C:5]=2[CH3:14])(=[O:12])=[O:11])[CH2:17][CH2:16]1. (10) Given the reactants Br[C:2]1[CH:7]=[CH:6][C:5]([C:8]2[N:13]=[C:12]3[CH:14]=[C:15]([O:25][C@H:26]4[C@H:30]5[O:31][CH2:32][C@@H:33]([OH:34])[C@H:29]5[O:28][CH2:27]4)[N:16]([CH2:17][O:18][CH2:19][CH2:20][Si:21]([CH3:24])([CH3:23])[CH3:22])[C:11]3=[CH:10][C:9]=2[Cl:35])=[CH:4][CH:3]=1.[OH:36][C:37]1[CH:42]=[CH:41][CH:40]=[CH:39][C:38]=1B(O)O.C([O-])([O-])=O.[Na+].[Na+], predict the reaction product. The product is: [Cl:35][C:9]1[CH:10]=[C:11]2[N:16]([CH2:17][O:18][CH2:19][CH2:20][Si:21]([CH3:24])([CH3:23])[CH3:22])[C:15]([O:25][C@H:26]3[C@H:30]4[O:31][CH2:32][C@@H:33]([OH:34])[C@H:29]4[O:28][CH2:27]3)=[CH:14][C:12]2=[N:13][C:8]=1[C:5]1[CH:6]=[CH:7][C:2]([C:38]2[CH:39]=[CH:40][CH:41]=[CH:42][C:37]=2[OH:36])=[CH:3][CH:4]=1.